This data is from Reaction yield outcomes from USPTO patents with 853,638 reactions. The task is: Predict the reaction yield, written as a fraction of the theoretical maximum amount of product (1.0 means a 100% yield; for example, 0.34 means a 34% yield). (1) The reactants are [CH3:1][C@H:2]1[CH2:7][NH:6][C@H:5]([CH3:8])[CH2:4][N:3]1[C:9]([O:11][CH2:12][CH3:13])=[O:10].[CH2:14](Br)[CH:15]=[CH2:16].C(=O)([O-])[O-].[Na+].[Na+]. The catalyst is C(#N)C. The product is [CH2:16]([N:6]1[C@H:5]([CH3:8])[CH2:4][N:3]([C:9]([O:11][CH2:12][CH3:13])=[O:10])[C@@H:2]([CH3:1])[CH2:7]1)[CH:15]=[CH2:14]. The yield is 0.810. (2) The reactants are [CH3:1][C:2]1([CH3:24])[C@H:7]([NH:8][C@@H](C2C=CC=CC=2)C)[CH2:6][CH2:5][N:4]([C:17]([O:19][C:20]([CH3:23])([CH3:22])[CH3:21])=[O:18])[CH2:3]1.[H][H]. The catalyst is [Pd].C(O)C. The product is [NH2:8][C@@H:7]1[CH2:6][CH2:5][N:4]([C:17]([O:19][C:20]([CH3:23])([CH3:22])[CH3:21])=[O:18])[CH2:3][C:2]1([CH3:24])[CH3:1]. The yield is 0.970.